This data is from Reaction yield outcomes from USPTO patents with 853,638 reactions. The task is: Predict the reaction yield, written as a fraction of the theoretical maximum amount of product (1.0 means a 100% yield; for example, 0.34 means a 34% yield). (1) The reactants are [C:1]([CH:11]1[CH2:17][CH2:16][CH2:15][N:14]([C:18]2[N:22]([CH3:23])[N:21]=[CH:20][C:19]=2[NH:24][C:25]([C:27]2[N:28]=[C:29](Br)[S:30][C:31]=2[NH:32][C:33](=[O:39])[O:34][C:35]([CH3:38])([CH3:37])[CH3:36])=[O:26])[C@@H:13]([NH2:41])[CH2:12]1)([O:3][CH2:4][C:5]1[CH:10]=[CH:9][CH:8]=[CH:7][CH:6]=1)=[O:2].[CH:42]1([C:45]2[CH:46]=[C:47]([CH3:63])[C:48]([F:62])=[C:49](B3OC(=O)CN(C)CC(=O)O3)[CH:50]=2)[CH2:44][CH2:43]1.COC1C=CC=C(OC)C=1C1C=CC=CC=1P(C1CCCCC1)C1CCCCC1.P([O-])([O-])([O-])=O.[K+].[K+].[K+]. The catalyst is O1CCOCC1.CO.C([O-])(=O)C.[Pd+2].C([O-])(=O)C. The product is [C:1]([CH:11]1[CH2:17][CH2:16][CH2:15][N:14]([C:18]2[N:22]([CH3:23])[N:21]=[CH:20][C:19]=2[NH:24][C:25]([C:27]2[N:28]=[C:29]([C:49]3[CH:50]=[C:45]([CH:42]4[CH2:43][CH2:44]4)[CH:46]=[C:47]([CH3:63])[C:48]=3[F:62])[S:30][C:31]=2[NH:32][C:33](=[O:39])[O:34][C:35]([CH3:38])([CH3:37])[CH3:36])=[O:26])[C@@H:13]([NH2:41])[CH2:12]1)([O:3][CH2:4][C:5]1[CH:10]=[CH:9][CH:8]=[CH:7][CH:6]=1)=[O:2]. The yield is 0.570. (2) The reactants are [F:1][C:2]1[CH:24]=[CH:23][C:5]([O:6][C:7]2[CH:8]=[C:9]3[C:13](=[CH:14][C:15]=2[C:16]([NH2:18])=[O:17])[N:12]([CH2:19][CH:20]([CH3:22])[CH3:21])[N:11]=[CH:10]3)=[CH:4][CH:3]=1.[C:25](N1C=CN=C1)([N:27]1[CH:31]=[CH:30]N=[CH:28]1)=O. The catalyst is C1COCC1. The product is [CH3:25][N:27]([CH3:28])[CH2:31][CH2:30][NH:18][C:16]([C:15]1[CH:14]=[C:13]2[C:9]([CH:10]=[N:11][N:12]2[CH2:19][CH:20]([CH3:22])[CH3:21])=[CH:8][C:7]=1[O:6][C:5]1[CH:23]=[CH:24][C:2]([F:1])=[CH:3][CH:4]=1)=[O:17]. The yield is 0.580. (3) The reactants are C[O:2][C:3]1[CH:8]=[CH:7][CH:6]=[C:5]([O:9]C)[C:4]=1[C:11]1[C:19]2[C:14](=[N:15][CH:16]=[C:17]([C:20]3[CH:21]=[C:22]([OH:26])[CH:23]=[CH:24][CH:25]=3)[CH:18]=2)[NH:13][CH:12]=1.B(Br)(Br)Br. The catalyst is ClCCl. The product is [OH:26][C:22]1[CH:21]=[C:20]([C:17]2[CH:18]=[C:19]3[C:11]([C:4]4[C:5]([OH:9])=[CH:6][CH:7]=[CH:8][C:3]=4[OH:2])=[CH:12][NH:13][C:14]3=[N:15][CH:16]=2)[CH:25]=[CH:24][CH:23]=1. The yield is 0.810. (4) The reactants are Br[CH2:2][CH2:3][N:4]1[C:8](=[O:9])[C:7]2=[CH:10][CH:11]=[CH:12][CH:13]=[C:6]2[C:5]1=[O:14].C(=O)([O-])[O-].[K+].[K+].CN(C=O)C.[N:26]1[C:30]2[CH:31]=[CH:32][CH:33]=[CH:34][C:29]=2[NH:28][CH:27]=1. The catalyst is O. The product is [N:26]1([CH2:2][CH2:3][N:4]2[C:8](=[O:9])[C:7]3[C:6](=[CH:13][CH:12]=[CH:11][CH:10]=3)[C:5]2=[O:14])[C:30]2[CH:31]=[CH:32][CH:33]=[CH:34][C:29]=2[N:28]=[CH:27]1. The yield is 0.300. (5) The reactants are [CH3:1][C:2]1[NH:3][C:4]([CH3:11])=[CH:5][C:6](=[O:10])[C:7]=1[C:8]#[N:9].N.[ClH:13]. The catalyst is [Ni].C(O)C. The product is [ClH:13].[NH2:9][CH2:8][C:7]1[C:6](=[O:10])[CH:5]=[C:4]([CH3:11])[NH:3][C:2]=1[CH3:1]. The yield is 0.800. (6) The reactants are [NH2:1][C:2]1[CH:7]=[CH:6][C:5]([C:8]2([C:11]([O:13][CH3:14])=[O:12])[CH2:10][CH2:9]2)=[CH:4][C:3]=1[C:15]#[C:16][Si](C)(C)C. The product is [NH:1]1[C:2]2[C:3](=[CH:4][C:5]([C:8]3([C:11]([O:13][CH3:14])=[O:12])[CH2:10][CH2:9]3)=[CH:6][CH:7]=2)[CH:15]=[CH:16]1. The yield is 0.510. The catalyst is CN(C=O)C.[Cu]I. (7) The reactants are Cl[C:2]1[CH:11]=[CH:10][C:9]2[C:4](=[C:5]([C:12]([OH:14])=[O:13])[CH:6]=[CH:7][CH:8]=2)[N:3]=1.[F:15][CH:16]([F:32])[C:17]1[CH:18]=[C:19](B2OC(C)(C)C(C)(C)O2)[CH:20]=[CH:21][CH:22]=1.[O-]P([O-])([O-])=O.[K+].[K+].[K+].C(Cl)Cl. The catalyst is COCCOC.O.C1C=CC(P(C2C=CC=CC=2)[C-]2C=CC=C2)=CC=1.C1C=CC(P(C2C=CC=CC=2)[C-]2C=CC=C2)=CC=1.Cl[Pd]Cl.[Fe+2]. The product is [F:15][CH:16]([F:32])[C:17]1[CH:22]=[C:21]([C:2]2[CH:11]=[CH:10][C:9]3[C:4](=[C:5]([C:12]([OH:14])=[O:13])[CH:6]=[CH:7][CH:8]=3)[N:3]=2)[CH:20]=[CH:19][CH:18]=1. The yield is 0.800. (8) The reactants are Br[C:2]1[N:7]=[CH:6][C:5]([OH:8])=[CH:4][CH:3]=1.[C:9]([O:13][CH2:14][CH3:15])(=[O:12])[CH:10]=[CH2:11].C1(C)C=CC=CC=1P(C1C=CC=CC=1C)C1C=CC=CC=1C.C(N(CC)CC)C. The catalyst is CN(C)C=O.C([O-])(=O)C.[Pd+2].C([O-])(=O)C. The product is [OH:8][C:5]1[CH:4]=[CH:3][C:2]([CH:11]=[CH:10][C:9]([O:13][CH2:14][CH3:15])=[O:12])=[N:7][CH:6]=1. The yield is 0.400.